From a dataset of Forward reaction prediction with 1.9M reactions from USPTO patents (1976-2016). Predict the product of the given reaction. (1) Given the reactants Br[C:2]1[C:3]([F:15])=[CH:4][N:5]=[C:6]2[C:11]=1[N:10]=[C:9]([O:12][CH3:13])[C:8]([F:14])=[CH:7]2.C(=O)([O-])[O-].[K+].[K+].O.N1C=C[CH:26]=[CH:25][CH:24]=1.CC(B1OB(C(C)=C)OB(C(C)=C)O1)=C, predict the reaction product. The product is: [F:14][C:8]1[C:9]([O:12][CH3:13])=[N:10][C:11]2[C:6]([CH:7]=1)=[N:5][CH:4]=[C:3]([F:15])[C:2]=2[C:25]([CH3:26])=[CH2:24]. (2) Given the reactants COC1C=C(OC)C=CC=1C[N:6]([C:43]1[S:44][CH:45]=[CH:46][N:47]=1)[S:7]([C:10]1[CH:11]=[C:12]2[C:17](=[CH:18][CH:19]=1)[C:16]([C:20]1[CH:25]=[CH:24][C:23]([C:26]([F:29])([F:28])[F:27])=[CH:22][C:21]=1[C:30]1[CH2:35][CH2:34][N:33](C(OC(C)(C)C)=O)[CH2:32][CH:31]=1)=[N:15][CH:14]=[CH:13]2)(=[O:9])=[O:8].C(O)(C(F)(F)F)=O, predict the reaction product. The product is: [NH:33]1[CH2:32][CH:31]=[C:30]([C:21]2[CH:22]=[C:23]([C:26]([F:29])([F:28])[F:27])[CH:24]=[CH:25][C:20]=2[C:16]2[C:17]3[C:12](=[CH:11][C:10]([S:7]([NH:6][C:43]4[S:44][CH:45]=[CH:46][N:47]=4)(=[O:9])=[O:8])=[CH:19][CH:18]=3)[CH:13]=[CH:14][N:15]=2)[CH2:35][CH2:34]1. (3) Given the reactants N1C=CC=CC=1.[NH2:7][C:8]1[CH:13]=[CH:12][C:11]([N:14]2[C:18](=[O:19])[N:17]([CH2:20][CH2:21][CH2:22][CH:23]3[CH2:27][CH2:26][CH2:25][CH2:24]3)[N:16]=[N:15]2)=[CH:10][CH:9]=1.[C:28]([CH:31]1[CH2:40][CH2:39][C:38]2[C:33](=[CH:34][CH:35]=[C:36]([S:41](Cl)(=[O:43])=[O:42])[CH:37]=2)[O:32]1)(=[O:30])[NH2:29], predict the reaction product. The product is: [CH:23]1([CH2:22][CH2:21][CH2:20][N:17]2[C:18](=[O:19])[N:14]([C:11]3[CH:10]=[CH:9][C:8]([NH:7][S:41]([C:36]4[CH:37]=[C:38]5[C:33](=[CH:34][CH:35]=4)[O:32][CH:31]([C:28]([NH2:29])=[O:30])[CH2:40][CH2:39]5)(=[O:42])=[O:43])=[CH:13][CH:12]=3)[N:15]=[N:16]2)[CH2:27][CH2:26][CH2:25][CH2:24]1. (4) The product is: [CH3:1][C:2]1[N:29]=[C:5]2[N:6]([CH2:38][C:39](=[O:41])[CH3:40])[C:7](=[O:28])[C:8]([CH2:13][C:14]3[CH:19]=[CH:18][C:17]([C:20]4[C:21]([C:26]#[N:27])=[CH:22][CH:23]=[CH:24][CH:25]=4)=[CH:16][CH:15]=3)=[C:9]([CH2:10][CH2:11][CH3:12])[N:4]2[N:3]=1. Given the reactants [CH3:1][C:2]1[N:29]=[C:5]2[NH:6][C:7](=[O:28])[C:8]([CH2:13][C:14]3[CH:19]=[CH:18][C:17]([C:20]4[C:21]([C:26]#[N:27])=[CH:22][CH:23]=[CH:24][CH:25]=4)=[CH:16][CH:15]=3)=[C:9]([CH2:10][CH2:11][CH3:12])[N:4]2[N:3]=1.[H-].[Na+].CN(C)C=O.Cl[CH2:38][C:39](=[O:41])[CH3:40], predict the reaction product. (5) Given the reactants S(Cl)([Cl:3])=O.[NH2:5][C:6]1[C:15]2[N:16]=[C:17]([CH2:19]O)[S:18][C:14]=2[C:13]2[CH:12]=[CH:11][CH:10]=[CH:9][C:8]=2[N:7]=1, predict the reaction product. The product is: [ClH:3].[Cl:3][CH2:19][C:17]1[S:18][C:14]2[C:13]3[CH:12]=[CH:11][CH:10]=[CH:9][C:8]=3[N:7]=[C:6]([NH2:5])[C:15]=2[N:16]=1. (6) Given the reactants [CH2:1]([O:3][C:4]1[CH:12]=[C:11]2[C:7]([CH:8]=[N:9][NH:10]2)=[CH:6][C:5]=1[NH:13][C:14]1[C:15]2[C:22]3[CH2:23][CH2:24][CH:25]([C:27](O)=[O:28])[CH2:26][C:21]=3[S:20][C:16]=2[N:17]=[CH:18][N:19]=1)[CH3:2].[CH2:30]([NH:32][CH2:33][CH2:34][O:35][CH3:36])[CH3:31], predict the reaction product. The product is: [CH2:1]([O:3][C:4]1[CH:12]=[C:11]2[C:7]([CH:8]=[N:9][NH:10]2)=[CH:6][C:5]=1[NH:13][C:14]1[C:15]2[C:22]3[CH2:23][CH2:24][CH:25]([C:27]([N:32]([CH2:30][CH3:31])[CH2:33][CH2:34][O:35][CH3:36])=[O:28])[CH2:26][C:21]=3[S:20][C:16]=2[N:17]=[CH:18][N:19]=1)[CH3:2].